From a dataset of Peptide-MHC class II binding affinity with 134,281 pairs from IEDB. Regression. Given a peptide amino acid sequence and an MHC pseudo amino acid sequence, predict their binding affinity value. This is MHC class II binding data. (1) The peptide sequence is CDCDDKFYDCLKNSADTI. The MHC is DRB1_1301 with pseudo-sequence DRB1_1301. The binding affinity (normalized) is 0. (2) The peptide sequence is RGQALLVNSSQPWEP. The MHC is DRB1_0802 with pseudo-sequence DRB1_0802. The binding affinity (normalized) is 0.247. (3) The peptide sequence is NVTSIHSLLDEGKQS. The MHC is HLA-DPA10103-DPB10401 with pseudo-sequence HLA-DPA10103-DPB10401. The binding affinity (normalized) is 0.0817. (4) The peptide sequence is NVSHIQSAVVCGRRH. The MHC is HLA-DPA10103-DPB10301 with pseudo-sequence HLA-DPA10103-DPB10301. The binding affinity (normalized) is 0.514. (5) The peptide sequence is MVVERLGDYLVEQGM. The MHC is HLA-DQA10501-DQB10201 with pseudo-sequence HLA-DQA10501-DQB10201. The binding affinity (normalized) is 0.355. (6) The binding affinity (normalized) is 0.428. The MHC is DRB1_0301 with pseudo-sequence DRB1_0301. The peptide sequence is YVDRFFKTLRAEQATQDV.